This data is from Full USPTO retrosynthesis dataset with 1.9M reactions from patents (1976-2016). The task is: Predict the reactants needed to synthesize the given product. (1) The reactants are: [Br:1][C:2]1[CH:6]=[C:5]([N:7]2[CH2:12][CH2:11][CH2:10][CH2:9][CH:8]2[CH2:13][OH:14])[S:4][C:3]=1[C:15]#[N:16].ClCCl.[Cl-]. Given the product [Br:1][C:2]1[CH:6]=[C:5]([N:7]2[CH2:12][CH2:11][CH2:10][CH2:9][CH:8]2[CH:13]=[O:14])[S:4][C:3]=1[C:15]#[N:16], predict the reactants needed to synthesize it. (2) Given the product [C:15]1([C@H:21]([N:30]([C:31]2[CH:40]=[CH:39][C:34]([C:35]([O:37][CH3:38])=[O:36])=[CH:33][CH:32]=2)[CH3:29])[CH2:22][N:23]2[CH2:27][CH2:26][CH2:25][CH2:24]2)[CH:20]=[CH:19][CH:18]=[CH:17][CH:16]=1, predict the reactants needed to synthesize it. The reactants are: C1([C@@H](N2CCCC2)CO)C=CC=CC=1.[C:15]1([C@H:21](O)[CH2:22][N:23]2[CH2:27][CH2:26][CH2:25][CH2:24]2)[CH:20]=[CH:19][CH:18]=[CH:17][CH:16]=1.[CH3:29][NH:30][C:31]1[CH:40]=[CH:39][C:34]([C:35]([O:37][CH3:38])=[O:36])=[CH:33][CH:32]=1. (3) The reactants are: Cl[C:2]1[C:3]2[C:10]([C:11]([F:14])([F:13])[F:12])=[CH:9][N:8]([CH2:15][CH:16]3[CH2:21][CH2:20][N:19]([S:22]([CH3:25])(=[O:24])=[O:23])[CH2:18][CH2:17]3)[C:4]=2[N:5]=[CH:6][N:7]=1.Cl.C1C[O:30]CC1. Given the product [CH3:25][S:22]([N:19]1[CH2:20][CH2:21][CH:16]([CH2:15][N:8]2[C:4]3[N:5]=[CH:6][N:7]=[C:2]([OH:30])[C:3]=3[C:10]([C:11]([F:14])([F:13])[F:12])=[CH:9]2)[CH2:17][CH2:18]1)(=[O:24])=[O:23], predict the reactants needed to synthesize it. (4) Given the product [Cl:1][C:2]1[CH:3]=[C:4]([NH:5][C:24]2[C:13]3[CH:12]=[CH:11][C:10](=[O:9])[N:15]([C:16]4[CH:17]=[CH:18][CH:19]=[CH:20][CH:21]=4)[C:14]=3[S:22][C:23]=2[C:32]#[N:33])[CH:6]=[CH:7][CH:8]=1, predict the reactants needed to synthesize it. The reactants are: [Cl:1][C:2]1[CH:3]=[C:4]([CH:6]=[CH:7][CH:8]=1)[NH2:5].[O:9]=[C:10]1[N:15]([C:16]2[CH:21]=[CH:20][CH:19]=[CH:18][CH:17]=2)[C:14]2[S:22][C:23]([C:32]#[N:33])=[C:24](NC3C=CC=CC=3)[C:13]=2[CH:12]=[CH:11]1. (5) Given the product [CH2:1]([O:8][C:9](=[O:34])[N:10]([CH2:31][CH:32]=[CH2:33])[C:11]1[C:16](=[O:17])[N:15]2[C@H:18]([C:22](=[O:30])[NH:23][C:24]3[CH:29]=[CH:28][CH:27]=[CH:26][CH:25]=3)[CH2:19][C@:20]([N:60]=[N+:61]=[N-:62])([CH3:21])[C:14]2=[N:13][CH:12]=1)[C:2]1[CH:7]=[CH:6][CH:5]=[CH:4][CH:3]=1, predict the reactants needed to synthesize it. The reactants are: [CH2:1]([O:8][C:9](=[O:34])[N:10]([CH2:31][CH:32]=[CH2:33])[C:11]1[C:16](=[O:17])[N:15]2[C@H:18]([C:22](=[O:30])[NH:23][C:24]3[CH:29]=[CH:28][CH:27]=[CH:26][CH:25]=3)[CH2:19][CH:20]([CH3:21])[C:14]2=[N:13][CH:12]=1)[C:2]1[CH:7]=[CH:6][CH:5]=[CH:4][CH:3]=1.[Li+].C[Si]([N-][Si](C)(C)C)(C)C.CC(C1C=C(C(C)C)C(S([N:60]=[N+:61]=[N-:62])(=O)=O)=C(C(C)C)C=1)C.CC(O)=O.